This data is from Full USPTO retrosynthesis dataset with 1.9M reactions from patents (1976-2016). The task is: Predict the reactants needed to synthesize the given product. (1) Given the product [Cl:1][C:2]1[CH:7]=[CH:6][N:5]=[C:4]([CH:8]([CH2:11][CH3:12])[CH:9]=[O:26])[C:3]=1[O:13][CH3:14], predict the reactants needed to synthesize it. The reactants are: [Cl:1][C:2]1[CH:7]=[CH:6][N:5]=[C:4]([CH:8]([CH2:11][CH3:12])[C:9]#N)[C:3]=1[O:13][CH3:14].CC(C[AlH]CC(C)C)C.C([O:26]CC)C. (2) Given the product [C:15]([N:14]1[C:11]2[CH:12]=[CH:13][C:8]([C:5]3[CH:4]=[N:3][C:2]([NH2:1])=[N:7][CH:6]=3)=[CH:9][C:10]=2[N:19]=[C:23]1[C:22]1[CH:25]=[CH:26][CH:27]=[CH:28][C:21]=1[I:20])([CH3:16])([CH3:18])[CH3:17], predict the reactants needed to synthesize it. The reactants are: [NH2:1][C:2]1[N:7]=[CH:6][C:5]([C:8]2[CH:9]=[C:10]([NH2:19])[C:11]([NH:14][C:15]([CH3:18])([CH3:17])[CH3:16])=[CH:12][CH:13]=2)=[CH:4][N:3]=1.[I:20][C:21]1[CH:28]=[CH:27][CH:26]=[CH:25][C:22]=1[CH:23]=O.OOS([O-])=O.[K+].S([O-])([O-])(=O)=S.[Na+].[Na+].